From a dataset of Forward reaction prediction with 1.9M reactions from USPTO patents (1976-2016). Predict the product of the given reaction. (1) Given the reactants [CH2:1]([O:3][C:4](=[O:16])[CH2:5][CH2:6][C@H:7]1[CH2:11][O:10][C@@H:9]2[C@H:12](O)[CH2:13][O:14][C@H:8]12)[CH3:2].O1C2C=CC(C#C[C@@H]3[C@H]4OC[C@H]([NH2:36])[C@H]4OC3)=CC=2OC1.O1C2C=CC(C#C[C@@H]3[C@H]4OC[C@@H](O)[C@H]4OC3)=CC=2OC1.FC(F)(F)S(OS(C(F)(F)F)(=O)=O)(=O)=O.N1C=CC=CC=1.[N-]=[N+]=[N-].[Na+], predict the reaction product. The product is: [CH2:1]([O:3][C:4](=[O:16])[CH2:5][CH2:6][C@H:7]1[CH2:11][O:10][C@@H:9]2[C@@H:12]([NH2:36])[CH2:13][O:14][C@H:8]12)[CH3:2]. (2) Given the reactants Cl[C:2]1[C:11]2[C:6](=[C:7]([CH3:13])[CH:8]=[CH:9][C:10]=2[F:12])[N:5]=[C:4]([C:14]2[CH:19]=[CH:18][CH:17]=[CH:16][N:15]=2)[C:3]=1[CH3:20].[CH3:21][C:22]1([CH3:37])[C:26]2=[N:27][CH:28]=[C:29]([N:31]3[CH2:36][CH2:35][O:34][CH2:33][CH2:32]3)[CH:30]=[C:25]2[NH:24][CH2:23]1.C1(P(C2CCCCC2)C2C=CC=CC=2C2C(C(C)C)=CC(C(C)C)=CC=2C(C)C)CCCCC1.CC(C)([O-])C.[Na+], predict the reaction product. The product is: [CH3:21][C:22]1([CH3:37])[C:26]2=[N:27][CH:28]=[C:29]([N:31]3[CH2:36][CH2:35][O:34][CH2:33][CH2:32]3)[CH:30]=[C:25]2[N:24]([C:2]2[C:11]3[C:6](=[C:7]([CH3:13])[CH:8]=[CH:9][C:10]=3[F:12])[N:5]=[C:4]([C:14]3[CH:19]=[CH:18][CH:17]=[CH:16][N:15]=3)[C:3]=2[CH3:20])[CH2:23]1. (3) The product is: [ClH:26].[Cl:26][C:27]1[S:31][C:30]([C:32]2[S:33][C:34]([S:37]([NH:1][C@H:2]3[CH2:6][CH2:5][N:4]([C:7]4[CH:24]=[CH:23][C:10]5[CH2:11][CH2:12][CH2:13][NH:14][CH2:15][C:9]=5[CH:8]=4)[C:3]3=[O:25])(=[O:38])=[O:39])=[CH:35][CH:36]=2)=[CH:29][CH:28]=1. Given the reactants [NH2:1][C@H:2]1[CH2:6][CH2:5][N:4]([C:7]2[CH:24]=[CH:23][C:10]3[CH2:11][CH2:12][CH2:13][N:14](C(OC(C)(C)C)=O)[CH2:15][C:9]=3[CH:8]=2)[C:3]1=[O:25].[Cl:26][C:27]1[S:31][C:30]([C:32]2[S:33][C:34]([S:37](Cl)(=[O:39])=[O:38])=[CH:35][CH:36]=2)=[CH:29][CH:28]=1.ClC1SC(/C=C/S(N[C@H]2CCN(C3C=CC4CN(C(OC(C)(C)C)=O)CCCC=4C=3)C2=O)(=O)=O)=CC=1, predict the reaction product.